From a dataset of Reaction yield outcomes from USPTO patents with 853,638 reactions. Predict the reaction yield, written as a fraction of the theoretical maximum amount of product (1.0 means a 100% yield; for example, 0.34 means a 34% yield). (1) The reactants are [CH3:1][O:2][C:3]([C:5]1[CH:6]=[C:7]([C:12]2[CH:17]=[CH:16][C:15]([CH3:18])=[CH:14][CH:13]=2)[CH:8]=[C:9](I)[CH:10]=1)=[O:4].[CH2:19]([C:21]1[NH:22][CH:23]=[CH:24][N:25]=1)[CH3:20].N1CCC[C@H]1C(O)=O.C([O-])([O-])=O.[K+].[K+]. The catalyst is CS(C)=O.[Cu]I. The product is [CH3:1][O:2][C:3]([C:5]1[CH:6]=[C:7]([C:12]2[CH:17]=[CH:16][C:15]([CH3:18])=[CH:14][CH:13]=2)[CH:8]=[C:9]([N:22]2[CH:23]=[CH:24][N:25]=[C:21]2[CH2:19][CH3:20])[CH:10]=1)=[O:4]. The yield is 0.411. (2) The reactants are [I:1][C:2]1[C:10]2[C:5](=[CH:6][CH:7]=[C:8]([CH3:11])[CH:9]=2)[NH:4][N:3]=1.Br[CH2:13][CH:14]1[CH2:16][CH2:15]1. No catalyst specified. The product is [CH:14]1([CH2:13][N:4]2[C:5]3[C:10](=[CH:9][C:8]([CH3:11])=[CH:7][CH:6]=3)[C:2]([I:1])=[N:3]2)[CH2:16][CH2:15]1. The yield is 0.660. (3) The reactants are [C:1]([OH:9])(=O)[C:2]1[CH:7]=[CH:6][CH:5]=[N:4][CH:3]=1.C1N=CN(C(N2C=NC=C2)=O)C=1.[K].C(OCC)(=O)[CH2:24][C:25]([O:27][CH2:28][CH3:29])=[O:26].[Mg+2].[Cl-].[Cl-].C(O)(=O)C1C=CC=NC=1.C1N=CN(C(N2C=NC=C2)=O)C=1. The catalyst is C1COCC1. The product is [CH2:28]([O:27][C:25](=[O:26])[CH2:24][C:1](=[O:9])[C:2]1[CH:3]=[N:4][CH:5]=[CH:6][CH:7]=1)[CH3:29]. The yield is 0.247. (4) The reactants are C([O:3][CH:4](OCC)[C:5]1[O:13][C:12]2[CH:11]=[C:10]([C:14]3[CH:19]=[CH:18][C:17]([O:20][CH3:21])=[CH:16][CH:15]=3)[N:9]=[CH:8][C:7]=2[CH:6]=1)C.Cl.C(=O)(O)[O-].[Na+]. The catalyst is O1CCCC1. The product is [CH3:21][O:20][C:17]1[CH:16]=[CH:15][C:14]([C:10]2[N:9]=[CH:8][C:7]3[CH:6]=[C:5]([CH:4]=[O:3])[O:13][C:12]=3[CH:11]=2)=[CH:19][CH:18]=1. The yield is 0.900. (5) The reactants are [CH3:1][O:2][C:3]1[CH:20]=[CH:19][C:6]([C:7]([CH:9]2[CH2:14][CH2:13][N:12]([CH2:15][C:16]([OH:18])=O)[CH2:11][CH2:10]2)=[O:8])=[CH:5][CH:4]=1.CCN(C(C)C)C(C)C.CN(C(ON1N=NC2C=CC=NC1=2)=[N+](C)C)C.F[P-](F)(F)(F)(F)F.[CH:54]1([CH2:57][NH:58][CH2:59][C:60]2[NH:61][C:62](=[O:70])[C:63]3[CH2:69][O:68][CH2:67][CH2:66][C:64]=3[N:65]=2)[CH2:56][CH2:55]1. The catalyst is CN(C=O)C.O. The product is [CH:54]1([CH2:57][N:58]([CH2:59][C:60]2[NH:61][C:62](=[O:70])[C:63]3[CH2:69][O:68][CH2:67][CH2:66][C:64]=3[N:65]=2)[C:16](=[O:18])[CH2:15][N:12]2[CH2:11][CH2:10][CH:9]([C:7](=[O:8])[C:6]3[CH:5]=[CH:4][C:3]([O:2][CH3:1])=[CH:20][CH:19]=3)[CH2:14][CH2:13]2)[CH2:56][CH2:55]1. The yield is 0.240. (6) The reactants are [S:1]1[CH:5]=[CH:4][C:3]([C:6]2[CH:11]=[CH:10][C:9]([CH2:12][CH2:13][CH2:14]CC(S(N)(=O)=O)C)=[CH:8][CH:7]=2)=[CH:2]1.C([N:24]([CH2:27]C)CC)C.[CH3:29][N:30](C)[S:31](Cl)(=[O:33])=[O:32]. The catalyst is ClCCl. The product is [S:1]1[CH:5]=[CH:4][C:3]([C:6]2[CH:7]=[CH:8][C:9]([CH2:12][CH2:13][CH2:14][N:24]([CH3:27])[S:31]([NH:30][CH3:29])(=[O:33])=[O:32])=[CH:10][CH:11]=2)=[CH:2]1. The yield is 0.460.